Dataset: Retrosynthesis with 50K atom-mapped reactions and 10 reaction types from USPTO. Task: Predict the reactants needed to synthesize the given product. (1) Given the product CCCCCCOc1cc2c(cc1N(CC)c1ccc(C(=O)O)cc1)C(C)=CCC2(C)C, predict the reactants needed to synthesize it. The reactants are: CCCCCCOc1cc2c(cc1N(CC)c1ccc(C(=O)OCC)cc1)C(C)=CCC2(C)C. (2) Given the product c1ccc(CCc2nc3ccccc3[nH]2)cc1, predict the reactants needed to synthesize it. The reactants are: Nc1ccccc1N.O=C(O)CCc1ccccc1.